This data is from Reaction yield outcomes from USPTO patents with 853,638 reactions. The task is: Predict the reaction yield, written as a fraction of the theoretical maximum amount of product (1.0 means a 100% yield; for example, 0.34 means a 34% yield). (1) The reactants are [Cl:1][C:2]1[CH:3]=[C:4]2[C:8](=[CH:9][CH:10]=1)[NH:7][C:6](=[O:11])[CH2:5]2.[CH2:12]([N:14]([CH2:29][CH3:30])[CH2:15][CH2:16][NH:17][C:18]([C:20]1[C:24]([CH3:25])=[C:23]([CH:26]=O)[NH:22][C:21]=1[CH3:28])=[O:19])[CH3:13]. The catalyst is N1CCCCC1.C(O)C. The product is [CH2:29]([N:14]([CH2:12][CH3:13])[CH2:15][CH2:16][NH:17][C:18]([C:20]1[C:24]([CH3:25])=[C:23]([CH:26]=[C:5]2[C:4]3[C:8](=[CH:9][CH:10]=[C:2]([Cl:1])[CH:3]=3)[NH:7][C:6]2=[O:11])[NH:22][C:21]=1[CH3:28])=[O:19])[CH3:30]. The yield is 0.680. (2) The reactants are [C:1]([O:5][C:6]([N:8]1[CH2:13][CH2:12][CH:11]([C:14]2[CH:19]=[CH:18][C:17]([NH2:20])=[C:16](Br)[CH:15]=2)[CH2:10][CH2:9]1)=[O:7])([CH3:4])([CH3:3])[CH3:2].[S:22]1[CH2:27][CH:26]=[C:25](B2OCC(C)(C)CO2)[CH2:24][CH2:23]1.C([O-])([O-])=O.[Na+].[Na+].CCOC(C)=O. The catalyst is O1CCOCC1.C1C=CC([P]([Pd]([P](C2C=CC=CC=2)(C2C=CC=CC=2)C2C=CC=CC=2)([P](C2C=CC=CC=2)(C2C=CC=CC=2)C2C=CC=CC=2)[P](C2C=CC=CC=2)(C2C=CC=CC=2)C2C=CC=CC=2)(C2C=CC=CC=2)C2C=CC=CC=2)=CC=1. The product is [C:1]([O:5][C:6]([N:8]1[CH2:13][CH2:12][CH:11]([C:14]2[CH:19]=[CH:18][C:17]([NH2:20])=[C:16]([C:25]3[CH2:26][CH2:27][S:22][CH2:23][CH:24]=3)[CH:15]=2)[CH2:10][CH2:9]1)=[O:7])([CH3:4])([CH3:3])[CH3:2]. The yield is 0.670.